From a dataset of Full USPTO retrosynthesis dataset with 1.9M reactions from patents (1976-2016). Predict the reactants needed to synthesize the given product. (1) Given the product [F:45][C:12]1[CH:13]=[C:14]([C:18]2[CH:19]=[CH:20][C:21]3[N:22]([CH:24]=[C:25]([NH:27][C:28](=[O:30])[CH3:29])[N:26]=3)[N:23]=2)[CH:15]=[CH:16][N:11]=1, predict the reactants needed to synthesize it. The reactants are: CC1C=CC(S([NH:11][C:12]2[CH:13]=[C:14]([C:18]3[CH:19]=[CH:20][C:21]4[N:22]([CH:24]=[C:25]([NH:27][C:28](=[O:30])[CH3:29])[N:26]=4)[N:23]=3)[CH:15]=[CH:16]C=2)(=O)=O)=CC=1.ClC1C=CC2N(C=C(NC(=O)C)N=2)N=1.[F:45]C1C=C(B(O)O)C=CN=1. (2) Given the product [F:29][C:25]1[CH:24]=[C:23]2[C:28]([C:20]([C:17]3[N:18]=[C:19]4[C:11]([C:9]([NH:8][CH:6]([C@@H:4]5[CH2:3][C@H:2]([O:1][S:47]([CH3:46])(=[O:49])=[O:48])[CH2:5]5)[CH3:7])=[O:10])=[CH:12][N:13]([CH2:31][O:32][CH2:33][CH2:34][Si:35]([CH3:37])([CH3:36])[CH3:38])[C:14]4=[N:15][CH:16]=3)=[N:21][N:22]2[CH3:30])=[CH:27][CH:26]=1, predict the reactants needed to synthesize it. The reactants are: [OH:1][C@@H:2]1[CH2:5][C@H:4]([CH:6]([NH:8][C:9]([C:11]2[C:19]3[C:14](=[N:15][CH:16]=[C:17]([C:20]4[C:28]5[C:23](=[CH:24][C:25]([F:29])=[CH:26][CH:27]=5)[N:22]([CH3:30])[N:21]=4)[N:18]=3)[N:13]([CH2:31][O:32][CH2:33][CH2:34][Si:35]([CH3:38])([CH3:37])[CH3:36])[CH:12]=2)=[O:10])[CH3:7])[CH2:3]1.C(N(CC)CC)C.[CH3:46][S:47](Cl)(=[O:49])=[O:48]. (3) Given the product [CH3:10][C:9]1[C:8]2[CH:11]=[CH:12][C:13]([C:15]([F:18])([F:17])[F:16])=[CH:14][C:7]=2[S:6][C:5]=1[C:3](=[O:4])[CH:21]=[CH2:22], predict the reactants needed to synthesize it. The reactants are: CN(OC)[C:3]([C:5]1[S:6][C:7]2[CH:14]=[C:13]([C:15]([F:18])([F:17])[F:16])[CH:12]=[CH:11][C:8]=2[C:9]=1[CH3:10])=[O:4].[CH:21]([Mg]Br)=[CH2:22]. (4) Given the product [C:20]([O:19][C:18]([N:17]([CH3:25])[C@@H:15]([CH3:16])[C:14]([NH:13][C@@H:8]([C:9]([CH3:11])([CH3:12])[CH3:10])[C:7]([N:5]1[C@H:4]([C:28](=[O:40])[NH:29][C@H:30]2[C:39]3[C:34](=[CH:35][CH:36]=[CH:37][CH:38]=3)[CH2:33][CH2:32][CH2:31]2)[CH2:3][C@H:2]([NH:1][C:46](=[O:47])[CH2:45][CH2:44][C:43]([O:42][CH3:41])=[O:49])[CH2:6]1)=[O:27])=[O:26])=[O:24])([CH3:21])([CH3:22])[CH3:23], predict the reactants needed to synthesize it. The reactants are: [NH2:1][C@@H:2]1[CH2:6][N:5]([C:7](=[O:27])[C@@H:8]([NH:13][C:14](=[O:26])[C@@H:15]([N:17]([CH3:25])[C:18](=[O:24])[O:19][C:20]([CH3:23])([CH3:22])[CH3:21])[CH3:16])[C:9]([CH3:12])([CH3:11])[CH3:10])[C@H:4]([C:28](=[O:40])[NH:29][C@H:30]2[C:39]3[C:34](=[CH:35][CH:36]=[CH:37][CH:38]=3)[CH2:33][CH2:32][CH2:31]2)[CH2:3]1.[CH3:41][O:42][C:43](=[O:49])[CH2:44][CH2:45][C:46](O)=[O:47]. (5) Given the product [CH3:23][O:24][C:25]1[CH:31]=[CH:30][C:29]([O:32][CH3:33])=[CH:28][C:26]=1[NH:27][C:2]1[N:7]=[C:6]([NH:8][C:9]2[CH:14]=[CH:13][CH:12]=[CH:11][C:10]=2[S:15]([NH:18][CH3:19])(=[O:17])=[O:16])[C:5]([N+:20]([O-:22])=[O:21])=[CH:4][N:3]=1, predict the reactants needed to synthesize it. The reactants are: Cl[C:2]1[N:7]=[C:6]([NH:8][C:9]2[CH:14]=[CH:13][CH:12]=[CH:11][C:10]=2[S:15]([NH:18][CH3:19])(=[O:17])=[O:16])[C:5]([N+:20]([O-:22])=[O:21])=[CH:4][N:3]=1.[CH3:23][O:24][C:25]1[CH:31]=[CH:30][C:29]([O:32][CH3:33])=[CH:28][C:26]=1[NH2:27]. (6) Given the product [C:26]1([N:32]2[CH2:37][CH2:36][N:35]([C:2]3[C:7]([C:8]#[N:9])=[C:6]([NH:10][CH2:11][C:12]4[CH:17]=[CH:16][CH:15]=[CH:14][N:13]=4)[N:5]=[C:4]([NH:18][CH2:19][C:20]4[CH:25]=[CH:24][CH:23]=[CH:22][N:21]=4)[N:3]=3)[CH2:34][CH2:33]2)[CH:31]=[CH:30][CH:29]=[CH:28][CH:27]=1, predict the reactants needed to synthesize it. The reactants are: Cl[C:2]1[C:7]([C:8]#[N:9])=[C:6]([NH:10][CH2:11][C:12]2[CH:17]=[CH:16][CH:15]=[CH:14][N:13]=2)[N:5]=[C:4]([NH:18][CH2:19][C:20]2[CH:25]=[CH:24][CH:23]=[CH:22][N:21]=2)[N:3]=1.[C:26]1([N:32]2[CH2:37][CH2:36][NH:35][CH2:34][CH2:33]2)[CH:31]=[CH:30][CH:29]=[CH:28][CH:27]=1.C(N(C(C)C)C(C)C)C.